This data is from Forward reaction prediction with 1.9M reactions from USPTO patents (1976-2016). The task is: Predict the product of the given reaction. (1) The product is: [CH3:7][N:6]([CH3:8])[CH2:5][CH:4]([NH:9][C:10]([C:12]1[C:25]2[C:16](=[N:17][C:18]3[C:23]([N:24]=2)=[C:22]2[CH:26]=[CH:27][CH:28]=[C:29]([O:30][CH3:31])[C:21]2=[CH:20][CH:19]=3)[CH:15]=[CH:14][CH:13]=1)=[O:11])[CH2:3][OH:2]. Given the reactants C[O:2][C:3](=O)[CH:4]([NH:9][C:10]([C:12]1[C:25]2[C:16](=[N:17][C:18]3[C:23]([N:24]=2)=[C:22]2[CH:26]=[CH:27][CH:28]=[C:29]([O:30][CH3:31])[C:21]2=[CH:20][CH:19]=3)[CH:15]=[CH:14][CH:13]=1)=[O:11])[CH2:5][N:6]([CH3:8])[CH3:7].[BH4-].[Li+], predict the reaction product. (2) Given the reactants [CH:1]1([C:4]2[C:8]3[CH2:9][CH2:10][C:11]4[N:12]=[C:13]([NH:16][C:17](=[O:19])[CH3:18])[S:14][C:15]=4[C:7]=3[N:6]([CH:20]3[CH2:25][CH2:24][NH:23][CH2:22][CH2:21]3)[N:5]=2)[CH2:3][CH2:2]1.ClC(Cl)(O[C:30](=[O:36])OC(Cl)(Cl)Cl)Cl.C(N(CC)CC)C.[CH:45]([N:48]1[CH2:53][CH2:52][NH:51][CH2:50][CH2:49]1)([CH3:47])[CH3:46], predict the reaction product. The product is: [CH:1]1([C:4]2[C:8]3[CH2:9][CH2:10][C:11]4[N:12]=[C:13]([NH:16][C:17](=[O:19])[CH3:18])[S:14][C:15]=4[C:7]=3[N:6]([CH:20]3[CH2:21][CH2:22][N:23]([C:30]([N:51]4[CH2:52][CH2:53][N:48]([CH:45]([CH3:47])[CH3:46])[CH2:49][CH2:50]4)=[O:36])[CH2:24][CH2:25]3)[N:5]=2)[CH2:2][CH2:3]1. (3) The product is: [C:19]([O:24][CH2:25][N:5]1[C:6]([C:9]([OH:11])=[O:10])=[CH:7][C:8]2[O:1][CH:2]=[CH:3][C:4]1=2)(=[O:23])[CH:20]([CH3:22])[CH3:21]. Given the reactants [O:1]1[C:8]2[CH:7]=[C:6]([C:9]([O:11]CC3C=CC=CC=3)=[O:10])[NH:5][C:4]=2[CH:3]=[CH:2]1.[C:19]([O:24][CH2:25]Cl)(=[O:23])[CH:20]([CH3:22])[CH3:21], predict the reaction product. (4) Given the reactants [NH2:1][C:2]1[C:7]([S:8]([N:11]([CH3:13])[CH3:12])(=[O:10])=[O:9])=[CH:6][C:5](Br)=[CH:4][N:3]=1.B1(B2OC(C)(C)C(C)(C)O2)OC(C)(C)C(C)(C)O1.C([O-])(=O)C.[K+].FC(F)(F)S(O[C:44]1[CH:53]=[CH:52][C:51]2[C:46](=[C:47]([C:54]3[CH:59]=[CH:58][N:57]=[CH:56][CH:55]=3)[CH:48]=[CH:49][N:50]=2)[N:45]=1)(=O)=O.C(=O)(O)[O-].[Na+], predict the reaction product. The product is: [NH2:1][C:2]1[C:7]([S:8]([N:11]([CH3:13])[CH3:12])(=[O:10])=[O:9])=[CH:6][C:5]([C:44]2[CH:53]=[CH:52][C:51]3[C:46](=[C:47]([C:54]4[CH:59]=[CH:58][N:57]=[CH:56][CH:55]=4)[CH:48]=[CH:49][N:50]=3)[N:45]=2)=[CH:4][N:3]=1. (5) Given the reactants Cl[CH2:2][C:3]1[N:4]=[C:5]([CH3:8])[S:6][CH:7]=1.[P:9]([O:16]CC)([O:13][CH2:14][CH3:15])[O:10][CH2:11][CH3:12], predict the reaction product. The product is: [CH3:8][C:5]1[S:6][CH:7]=[C:3]([CH2:2][P:9](=[O:16])([O:13][CH2:14][CH3:15])[O:10][CH2:11][CH3:12])[N:4]=1. (6) Given the reactants [CH3:1][C:2]1[C:9]([CH3:10])=[CH:8][C:7]([CH3:11])=[C:6]([CH:12]=[CH2:13])[C:3]=1[CH:4]=[O:5].[H][H], predict the reaction product. The product is: [CH2:12]([C:6]1[C:7]([CH3:11])=[CH:8][C:9]([CH3:10])=[C:2]([CH3:1])[C:3]=1[CH:4]=[O:5])[CH3:13]. (7) Given the reactants [H-].[Na+].[Cl:3][C:4]1[CH:16]=[CH:15][C:14]([CH2:17][CH2:18][OH:19])=[CH:13][C:5]=1[C:6]([O:8][C:9]([CH3:12])([CH3:11])[CH3:10])=[O:7].I[CH3:21], predict the reaction product. The product is: [Cl:3][C:4]1[CH:16]=[CH:15][C:14]([CH2:17][CH2:18][O:19][CH3:21])=[CH:13][C:5]=1[C:6]([O:8][C:9]([CH3:12])([CH3:11])[CH3:10])=[O:7]. (8) Given the reactants [CH:1]1([N:6]2[C:10]3[N:11]=[C:12]([NH2:15])[N:13]=[CH:14][C:9]=3[C:8]3[CH:16]=[CH:17][N:18]=[C:19]([F:20])[C:7]2=3)[CH2:5][CH2:4][CH2:3][CH2:2]1.O.F[C:23](F)(F)[C:24]([OH:26])=O, predict the reaction product. The product is: [CH:1]1([N:6]2[C:10]3[N:11]=[C:12]([NH:15][C:17]4[N:18]=[CH:19][C:7]([N:6]5[CH2:10][CH2:23][C:24](=[O:26])[CH2:2][CH2:1]5)=[CH:8][CH:16]=4)[N:13]=[CH:14][C:9]=3[C:8]3[CH:16]=[CH:17][N:18]=[C:19]([F:20])[C:7]2=3)[CH2:2][CH2:3][CH2:4][CH2:5]1. (9) Given the reactants [ClH:1].[C:2]([NH2:10])(=[NH:9])[C:3]1[CH:8]=[CH:7][CH:6]=[N:5][CH:4]=1.C[O-].[Na+].[C:14](OC)(=O)[CH2:15][C:16]([CH3:18])=O, predict the reaction product. The product is: [Cl:1][C:14]1[CH:15]=[C:16]([CH3:18])[N:10]=[C:2]([C:3]2[CH:4]=[N:5][CH:6]=[CH:7][CH:8]=2)[N:9]=1. (10) Given the reactants [C:1]([O:5][C:6](=[O:19])[NH:7][CH2:8][C:9]1[CH:14]=[CH:13][C:12]([Cl:15])=[C:11]([N:16]=[C:17]=S)[CH:10]=1)([CH3:4])([CH3:3])[CH3:2].[Cl:20][C:21]1[CH:22]=[C:23]([NH2:37])[C:24]([NH2:36])=[CH:25][C:26]=1[N:27]1[CH2:31][CH2:30][CH:29]([CH2:32][N:33]([CH3:35])[CH3:34])[CH2:28]1.CC(C)N=C=NC(C)C, predict the reaction product. The product is: [C:1]([O:5][C:6](=[O:19])[NH:7][CH2:8][C:9]1[CH:14]=[CH:13][C:12]([Cl:15])=[C:11]([NH:16][C:17]2[NH:36][C:24]3[CH:25]=[C:26]([N:27]4[CH2:31][CH2:30][CH:29]([CH2:32][N:33]([CH3:35])[CH3:34])[CH2:28]4)[C:21]([Cl:20])=[CH:22][C:23]=3[N:37]=2)[CH:10]=1)([CH3:4])([CH3:3])[CH3:2].